This data is from Peptide-MHC class II binding affinity with 134,281 pairs from IEDB. The task is: Regression. Given a peptide amino acid sequence and an MHC pseudo amino acid sequence, predict their binding affinity value. This is MHC class II binding data. (1) The peptide sequence is MSMASSSSSSLLAMA. The MHC is DRB1_1101 with pseudo-sequence DRB1_1101. The binding affinity (normalized) is 0.157. (2) The peptide sequence is RDELMELASDLEKLK. The MHC is DRB1_0101 with pseudo-sequence DRB1_0101. The binding affinity (normalized) is 0.521. (3) The peptide sequence is YCDMMSLNLTIVSVS. The MHC is DRB1_0301 with pseudo-sequence DRB1_0301. The binding affinity (normalized) is 0.142. (4) The peptide sequence is GINYLIDTTSREL. The MHC is HLA-DPA10201-DPB10501 with pseudo-sequence HLA-DPA10201-DPB10501. The binding affinity (normalized) is 0. (5) The peptide sequence is GINTRNMTMSMSMIL. The MHC is H-2-IEd with pseudo-sequence H-2-IEd. The binding affinity (normalized) is 0.